Dataset: Forward reaction prediction with 1.9M reactions from USPTO patents (1976-2016). Task: Predict the product of the given reaction. Given the reactants [NH2:1][C:2]1[C:11]2=[CH:12][N:13]([CH:15]3[C:19]([OH:21])([CH3:20])[CH:18]([OH:22])[CH:17]([CH2:23][OH:24])[O:16]3)[N:14]=[C:9]3[C:10]2=[C:4]([C:5](=[O:25])[NH:6][N:7]=[CH:8]3)[CH:3]=1.C1CCC(N=C=N[CH:35]2[CH2:40][CH2:39]CCC2)CC1.[C:41]([OH:46])(=O)[CH:42]([CH3:44])[CH3:43].CN([CH:50]=[O:51])C, predict the reaction product. The product is: [NH2:1][C:2]1[C:11]2=[CH:12][N:13]([CH:15]3[O:16][CH:17]([CH2:23][O:24][C:15](=[O:16])[CH:19]([CH3:20])[CH3:18])[CH:18]([O:22][C:41](=[O:46])[CH:42]([CH3:44])[CH3:43])[C:19]3([O:21][C:50](=[O:51])[CH:40]([CH3:39])[CH3:35])[CH3:20])[N:14]=[C:9]3[C:10]2=[C:4]([C:5](=[O:25])[NH:6][N:7]=[CH:8]3)[CH:3]=1.